Task: Predict the reactants needed to synthesize the given product.. Dataset: Retrosynthesis with 50K atom-mapped reactions and 10 reaction types from USPTO (1) Given the product CC(C)(C)OC(=O)N[C@H]1CC[C@H](N(Cc2nc3ccccc3n2C(=O)OC(C)(C)C)C2CCCc3cccnc32)CC1, predict the reactants needed to synthesize it. The reactants are: CC(C)(C)OC(=O)N[C@H]1CC[C@H](N[C@H]2CCCc3cccnc32)CC1.CC(C)(C)OC(=O)n1c(CCl)nc2ccccc21. (2) Given the product COc1cc(O[C@@H]2O[C@H](COC(C)=O)[C@@H](OC(C)=O)[C@H](OC(C)=O)[C@H]2OC(C)=O)ccc1C=O, predict the reactants needed to synthesize it. The reactants are: CC(=O)OC[C@H]1O[C@H](Br)[C@H](OC(C)=O)[C@@H](OC(C)=O)[C@@H]1OC(C)=O.COc1cc(O)ccc1C=O. (3) Given the product CCOC(=O)C(=NN(CCC(C)C)C(=O)OCc1ccccc1)c1cccs1, predict the reactants needed to synthesize it. The reactants are: CCOC(=O)C(=NNCCC(C)C)c1cccs1.O=C(Cl)OCc1ccccc1. (4) The reactants are: CS(=O)(=O)Cl.Oc1ccc(-c2cccs2)cc1. Given the product CS(=O)(=O)Oc1ccc(-c2cccs2)cc1, predict the reactants needed to synthesize it.